Dataset: Forward reaction prediction with 1.9M reactions from USPTO patents (1976-2016). Task: Predict the product of the given reaction. (1) Given the reactants [C:1]([C:5]1[N:9]([CH2:10][CH2:11][C:12]2[CH:17]=[CH:16][C:15]([F:18])=[CH:14][CH:13]=2)[C:8]([CH3:19])=[C:7]([C:20](O)=[O:21])[CH:6]=1)([CH3:4])([CH3:3])[CH3:2].Cl.C(N=C=NCCCN(C)C)C.ON1C2C=CC=CC=2N=N1.[CH3:45][N:46]([CH3:50])[CH2:47][CH2:48][NH2:49], predict the reaction product. The product is: [C:1]([C:5]1[N:9]([CH2:10][CH2:11][C:12]2[CH:17]=[CH:16][C:15]([F:18])=[CH:14][CH:13]=2)[C:8]([CH3:19])=[C:7]([C:20]([NH:49][CH2:48][CH2:47][N:46]([CH3:50])[CH3:45])=[O:21])[CH:6]=1)([CH3:4])([CH3:3])[CH3:2]. (2) Given the reactants [Cl:1][C:2]1[N:7]=[CH:6][C:5]([C:8]#[N:9])=[C:4](Cl)[N:3]=1.[NH2:11][C:12]1[CH:21]=[CH:20][CH:19]=[CH:18][C:13]=1[C:14]([NH:16][CH3:17])=[O:15].C(N(CC)C(C)C)(C)C, predict the reaction product. The product is: [Cl:1][C:2]1[N:3]=[C:4]([NH:11][C:12]2[CH:21]=[CH:20][CH:19]=[CH:18][C:13]=2[C:14]([NH:16][CH3:17])=[O:15])[C:5]([C:8]#[N:9])=[CH:6][N:7]=1. (3) Given the reactants [CH2:1]([O:3][C:4](=[O:16])[C:5](O)=[CH:6][C:7]([CH:9]1[CH2:14][CH2:13][CH2:12][CH2:11][CH2:10]1)=[O:8])[CH3:2].Cl.[NH2:18]O, predict the reaction product. The product is: [CH2:1]([O:3][C:4]([C:5]1[CH:6]=[C:7]([CH:9]2[CH2:14][CH2:13][CH2:12][CH2:11][CH2:10]2)[O:8][N:18]=1)=[O:16])[CH3:2]. (4) Given the reactants [CH3:1][C:2]1([CH3:34])[NH:7][C:6](=[O:8])[C:5]2[S:9][C:10]([N:12]3[C:17]4[CH:18]=[C:19]([C:22]5[CH:23]=[N:24][N:25]([CH2:27][C:28]6[CH:29]=[N:30][CH:31]=[CH:32][CH:33]=6)[CH:26]=5)[CH:20]=[CH:21][C:16]=4[O:15][CH2:14][CH2:13]3)=[N:11][C:4]=2[CH2:3]1.C(OO)(=[O:37])C, predict the reaction product. The product is: [CH3:1][C:2]1([CH3:34])[NH:7][C:6](=[O:8])[C:5]2[S:9][C:10]([N:12]3[C:17]4[CH:18]=[C:19]([C:22]5[CH:23]=[N:24][N:25]([CH2:27][C:28]6[CH:29]=[N+:30]([O-:37])[CH:31]=[CH:32][CH:33]=6)[CH:26]=5)[CH:20]=[CH:21][C:16]=4[O:15][CH2:14][CH2:13]3)=[N:11][C:4]=2[CH2:3]1. (5) Given the reactants [C:1]([CH2:3][CH2:4][CH2:5][O:6][C:7]1[CH:8]=[C:9]2[C:13](=[C:14]([C:16]([NH2:18])=[O:17])[CH:15]=1)[NH:12][CH:11]=[C:10]2[CH:19]1[CH2:24][CH2:23][N:22]([S:25]([CH2:28][CH3:29])(=[O:27])=[O:26])[CH2:21][CH2:20]1)#[N:2].CC[OH:32].O, predict the reaction product. The product is: [NH2:2][C:1](=[O:32])[CH2:3][CH2:4][CH2:5][O:6][C:7]1[CH:8]=[C:9]2[C:13](=[C:14]([C:16]([NH2:18])=[O:17])[CH:15]=1)[NH:12][CH:11]=[C:10]2[CH:19]1[CH2:24][CH2:23][N:22]([S:25]([CH2:28][CH3:29])(=[O:27])=[O:26])[CH2:21][CH2:20]1. (6) Given the reactants F[C:2]1[CH:7]=[CH:6][C:5]([C:8]2[O:9][C:10]([C:13]3[C:14]([C:19]4[CH:24]=[CH:23][CH:22]=[CH:21][CH:20]=4)=[N:15][O:16][C:17]=3[CH3:18])=[N:11][N:12]=2)=[C:4]([O:25][CH3:26])[CH:3]=1.[NH:27]1[CH:31]=[CH:30][N:29]=[CH:28]1, predict the reaction product. The product is: [N:27]1([C:2]2[CH:7]=[CH:6][C:5]([C:8]3[O:9][C:10]([C:13]4[C:14]([C:19]5[CH:24]=[CH:23][CH:22]=[CH:21][CH:20]=5)=[N:15][O:16][C:17]=4[CH3:18])=[N:11][N:12]=3)=[C:4]([O:25][CH3:26])[CH:3]=2)[CH:31]=[CH:30][N:29]=[CH:28]1.